From a dataset of Full USPTO retrosynthesis dataset with 1.9M reactions from patents (1976-2016). Predict the reactants needed to synthesize the given product. (1) Given the product [Br:11][C:10]1[C:5]([C:3]2[N:4]=[C:19]([C:18]3[CH:21]=[C:14]([O:13][CH3:12])[CH:15]=[CH:16][C:17]=3[OH:22])[NH:1][N:2]=2)=[N:6][CH:7]=[CH:8][CH:9]=1, predict the reactants needed to synthesize it. The reactants are: [NH2:1][NH:2][C:3]([C:5]1[C:10]([Br:11])=[CH:9][CH:8]=[CH:7][N:6]=1)=[NH:4].[CH3:12][O:13][C:14]1[CH:15]=[CH:16][C:17]([OH:22])=[C:18]([CH:21]=1)[CH:19]=O. (2) The reactants are: [CH:1]1[C:14]2[C:15]3=[C:16]4[C:11](=[CH:12][CH:13]=2)[CH:10]=[CH:9][CH:8]=[C:7]4[CH:6]=[CH:5][C:4]3=[CH:3][CH:2]=1.I([O-])(=O)(=O)=[O:18].[Na+].C(Cl)Cl.C(#N)C.[OH2:29]. Given the product [CH:8]1[C:7]2[C:16]3=[C:15]4[C:4](=[CH:5][CH:6]=2)[CH:3]=[CH:2][CH:1]=[C:14]4[C:13](=[O:29])[C:12](=[O:18])[C:11]3=[CH:10][CH:9]=1, predict the reactants needed to synthesize it.